Dataset: Full USPTO retrosynthesis dataset with 1.9M reactions from patents (1976-2016). Task: Predict the reactants needed to synthesize the given product. The reactants are: [Cl:1][C:2]1[C:7]([C:8]([O:10][CH3:11])=[O:9])=[C:6]([CH3:12])[C:5]([N+:13]([O-])=O)=[CH:4][CH:3]=1.ClC1C(C(OC)=O)=C(C)C=CC=1[N+]([O-])=O.O.O.Cl[Sn]Cl. Given the product [NH2:13][C:5]1[C:6]([CH3:12])=[C:7]([C:2]([Cl:1])=[CH:3][CH:4]=1)[C:8]([O:10][CH3:11])=[O:9], predict the reactants needed to synthesize it.